From a dataset of Forward reaction prediction with 1.9M reactions from USPTO patents (1976-2016). Predict the product of the given reaction. Given the reactants [H-].[H-].[H-].[H-].[Li+].[Al+3].C[C:8]1[C:9]([Cl:22])=[C:10]([Cl:21])[C:11](C)=[C:12]([C:17](O)=[O:18])[C:13]=1[C:14](O)=[O:15].[OH-].[Na+], predict the reaction product. The product is: [Cl:21][C:10]1[CH:11]=[C:12]([CH2:17][OH:18])[C:13]([CH2:14][OH:15])=[CH:8][C:9]=1[Cl:22].